Dataset: Full USPTO retrosynthesis dataset with 1.9M reactions from patents (1976-2016). Task: Predict the reactants needed to synthesize the given product. (1) Given the product [F:20][CH:19]([F:21])[O:18][C:5]1[C:6]([O:16][CH3:17])=[C:7]([C:2]([C:36]2[CH:37]=[C:38]3[C:42](=[CH:43][CH:44]=2)[C:41](=[O:45])[NH:40][CH2:39]3)=[CH:3][CH:4]=1)[O:8][CH2:9][C:10]([NH:12][CH2:13][CH2:14][CH3:15])=[O:11], predict the reactants needed to synthesize it. The reactants are: Br[C:2]1[C:7]([O:8][CH2:9][C:10]([NH:12][CH2:13][CH2:14][CH3:15])=[O:11])=[C:6]([O:16][CH3:17])[C:5]([O:18][CH:19]([F:21])[F:20])=[CH:4][CH:3]=1.C(=O)([O-])[O-].[Cs+].[Cs+].CC1(C)C(C)(C)OB([C:36]2[CH:37]=[C:38]3[C:42](=[CH:43][CH:44]=2)[C:41](=[O:45])[NH:40][CH2:39]3)O1. (2) The reactants are: [CH3:1][C:2]1[O:6][C:5]([C:7]2[CH:12]=[CH:11][CH:10]=[CH:9][CH:8]=2)=[N:4][C:3]=1[CH2:13][CH2:14][OH:15].[CH2:16]([O:23][C:24]1[CH:29]=[CH:28][C:27](O)=[CH:26][CH:25]=1)[C:17]1[CH:22]=[CH:21][CH:20]=[CH:19][CH:18]=1.C1(P(C2C=CC=CC=2)C2C=CC=CC=2)C=CC=CC=1.N(C(OC(C)C)=O)=NC(OC(C)C)=O.N#N. Given the product [CH2:16]([O:23][C:24]1[CH:29]=[CH:28][C:27]([O:15][CH2:14][CH2:13][C:3]2[N:4]=[C:5]([C:7]3[CH:12]=[CH:11][CH:10]=[CH:9][CH:8]=3)[O:6][C:2]=2[CH3:1])=[CH:26][CH:25]=1)[C:17]1[CH:22]=[CH:21][CH:20]=[CH:19][CH:18]=1, predict the reactants needed to synthesize it. (3) Given the product [CH2:1]([C:8]1[C:17]2[C:12](=[CH:13][CH:14]=[CH:15][CH:16]=2)[C:11]([Cl:21])=[N:10][N:9]=1)[C:2]1[CH:7]=[CH:6][CH:5]=[CH:4][CH:3]=1, predict the reactants needed to synthesize it. The reactants are: [CH2:1]([C:8]1[C:17]2[C:12](=[CH:13][CH:14]=[CH:15][CH:16]=2)[C:11](=O)[NH:10][N:9]=1)[C:2]1[CH:7]=[CH:6][CH:5]=[CH:4][CH:3]=1.P(Cl)(Cl)([Cl:21])=O.